Dataset: Tyrosyl-DNA phosphodiesterase HTS with 341,365 compounds. Task: Binary Classification. Given a drug SMILES string, predict its activity (active/inactive) in a high-throughput screening assay against a specified biological target. (1) The drug is S(=O)(=O)(N)c1ccc(N\C=C2\C(=O)N(C(=S)N(CC)C2=O)CC)cc1. The result is 0 (inactive). (2) The drug is o1c(C(=O)N2CCN(CC2)C)c(NC(=O)COc2ccc(OC)cc2)c2c1cccc2. The result is 0 (inactive).